Dataset: HIV replication inhibition screening data with 41,000+ compounds from the AIDS Antiviral Screen. Task: Binary Classification. Given a drug SMILES string, predict its activity (active/inactive) in a high-throughput screening assay against a specified biological target. (1) The compound is CC12OC(=O)C(C(N)=O)=C1C=C(c1ccccc1)CC2c1ccccc1. The result is 0 (inactive). (2) The drug is O=C(N=NC(=O)N1CCOCC1)N1CCOCC1. The result is 1 (active). (3) The result is 0 (inactive). The drug is O=C(O)CNS(=O)(=O)c1ccc(NCc2ccccc2)cc1. (4) The molecule is CC(C)OC(=O)C1ON2OC(OC3CCCCC3c3ccccc3)C([Si](C)(C)c3ccccc3)C3OC(=O)C1C32. The result is 0 (inactive). (5) The compound is COC(=O)C(Cc1c[nH]c2ccccc12)NC(=O)C(Cc1c[nH]c2ccccc12)NC(=O)C(Cc1c[nH]c2ccccc12)NC(=O)C(Cc1c[nH]c2ccccc12)NC(=O)OC(C)(C)C. The result is 0 (inactive). (6) The drug is N=C(NN=Cc1ccc2c(c1)OCO2)NN=Cc1ccc2c(c1)OCO2. The result is 0 (inactive).